From a dataset of Forward reaction prediction with 1.9M reactions from USPTO patents (1976-2016). Predict the product of the given reaction. (1) Given the reactants [CH3:1][C:2]([C:6]1[CH:11]=[CH:10][CH:9]=[CH:8][CH:7]=1)([CH3:5])[CH2:3][OH:4].C(N(CC)CC)C.N1C=CC=CC=1.O, predict the reaction product. The product is: [CH3:5][C:2]([C:6]1[CH:11]=[CH:10][CH:9]=[CH:8][CH:7]=1)([CH3:1])[CH:3]=[O:4]. (2) Given the reactants C(OC([N:8]1[C:16]2[C:11](=[C:12]([CH2:17][N:18]3[C:22]4[CH:23]=[CH:24][C:25]([F:27])=[CH:26][C:21]=4[N:20]([C:28]4[CH:33]=[CH:32][C:31]([C:34]5[CH:39]=[C:38]([Cl:40])[CH:37]=[CH:36][C:35]=5[NH:41][C:42](=[O:44])[CH3:43])=[CH:30][CH:29]=4)[C:19]3=[NH:45])[CH:13]=[CH:14][CH:15]=2)[CH:10]=[CH:9]1)=O)(C)(C)C.C(O)(C(F)(F)F)=O, predict the reaction product. The product is: [Cl:40][C:38]1[CH:37]=[CH:36][C:35]([NH:41][C:42](=[O:44])[CH3:43])=[C:34]([C:31]2[CH:30]=[CH:29][C:28]([N:20]3[C:21]4[CH:26]=[C:25]([F:27])[CH:24]=[CH:23][C:22]=4[N:18]([CH2:17][C:12]4[CH:13]=[CH:14][CH:15]=[C:16]5[C:11]=4[CH:10]=[CH:9][NH:8]5)[C:19]3=[NH:45])=[CH:33][CH:32]=2)[CH:39]=1. (3) Given the reactants Br[C:2]1[C:7]([CH3:8])=[CH:6][C:5]([NH:9][C:10](=[O:15])[C:11]([F:14])([F:13])[F:12])=[CH:4][C:3]=1[CH3:16].[Li+].[Br-].[Li]C(CC)C.CN([CH:27]=[O:28])C, predict the reaction product. The product is: [F:12][C:11]([F:14])([F:13])[C:10]([NH:9][C:5]1[CH:6]=[C:7]([CH3:8])[C:2]([CH:27]=[O:28])=[C:3]([CH3:16])[CH:4]=1)=[O:15]. (4) Given the reactants [CH2:1]1[C@@H:9]2[N:4]([C:5](=[O:11])[CH2:6][C:7](=O)[CH2:8]2)[CH2:3][CH2:2]1.[NH:12]1[CH2:16][CH2:15][CH2:14][CH2:13]1, predict the reaction product. The product is: [N:12]1([C:7]2[CH2:8][C@H:9]3[N:4]([CH2:3][CH2:2][CH2:1]3)[C:5](=[O:11])[CH:6]=2)[CH2:16][CH2:15][CH2:14][CH2:13]1. (5) Given the reactants [CH2:1]([O:3][C:4](=[O:11])[C:5]([CH3:10])([CH3:9])[C:6]([NH2:8])=[O:7])[CH3:2].Br[CH2:13][C:14]([C:16]1[CH:21]=[CH:20][C:19]([C:22]([F:25])([F:24])[F:23])=[CH:18][CH:17]=1)=O, predict the reaction product. The product is: [CH2:1]([O:3][C:4](=[O:11])[C:5]([CH3:10])([C:6]1[O:7][CH:13]=[C:14]([C:16]2[CH:21]=[CH:20][C:19]([C:22]([F:23])([F:24])[F:25])=[CH:18][CH:17]=2)[N:8]=1)[CH3:9])[CH3:2]. (6) Given the reactants [H-].[Na+].[F:3][C:4]1[CH:10]=[CH:9][C:8]([N+:11]([O-:13])=[O:12])=[CH:7][C:5]=1[NH2:6].[Cl:14][C:15]1[N:20]=[C:19](Cl)[C:18]([Cl:22])=[CH:17][N:16]=1, predict the reaction product. The product is: [Cl:14][C:15]1[N:20]=[C:19]([NH:6][C:5]2[CH:7]=[C:8]([N+:11]([O-:13])=[O:12])[CH:9]=[CH:10][C:4]=2[F:3])[C:18]([Cl:22])=[CH:17][N:16]=1.